From a dataset of Forward reaction prediction with 1.9M reactions from USPTO patents (1976-2016). Predict the product of the given reaction. Given the reactants [CH3:1][C:2]1[CH:7]=[CH:6][CH:5]=[CH:4][C:3]=1[CH:8]=[CH:9][C:10]([NH:12][C@H:13]([C:24]([O:26]C)=[O:25])[CH2:14][C:15]1[C:23]2[C:18](=[CH:19][CH:20]=[CH:21][CH:22]=2)[NH:17][CH:16]=1)=[O:11].[OH-].[Na+], predict the reaction product. The product is: [CH3:1][C:2]1[CH:7]=[CH:6][CH:5]=[CH:4][C:3]=1[CH:8]=[CH:9][C:10]([NH:12][C@H:13]([C:24]([OH:26])=[O:25])[CH2:14][C:15]1[C:23]2[C:18](=[CH:19][CH:20]=[CH:21][CH:22]=2)[NH:17][CH:16]=1)=[O:11].